Dataset: Cav3 T-type calcium channel HTS with 100,875 compounds. Task: Binary Classification. Given a drug SMILES string, predict its activity (active/inactive) in a high-throughput screening assay against a specified biological target. (1) The result is 0 (inactive). The molecule is S(CC(=O)NC1CCCC1)c1n(c2cc(OC)ccc2)c(nn1)c1occc1. (2) The drug is Clc1cc(C(=O)N2CCOCC2)c(cc1Cl)C(O)=O. The result is 0 (inactive). (3) The drug is O=C1C(c2c3c(ncc2)cccc3)C(=O)c2c1cccc2. The result is 0 (inactive). (4) The drug is s1c2c(CCCC2)c(c1NC(=O)C(Oc1ccc(F)cc1)C)C(=O)NCc1cccnc1. The result is 0 (inactive). (5) The drug is O(c1cc(CC(=O)c2ccc(OCC)cc2)c([N+]([O-])=O)cc1OC)C. The result is 0 (inactive). (6) The compound is s1c(NC(=O)Cc2cc(OC)c(OC)c(OC)c2)ncc1C. The result is 0 (inactive). (7) The compound is O=C1C2(C(C(CC2)(C1)C(=O)NCc1cc2OCOc2cc1)(C)C)C. The result is 0 (inactive).